Predict the product of the given reaction. From a dataset of Forward reaction prediction with 1.9M reactions from USPTO patents (1976-2016). Given the reactants [Cl:1][C:2]1[CH:7]=[CH:6][C:5]([NH:8][C:9]([N:11]2[C:15]3[CH:16]=[CH:17][C:18]([O:20][C:21]4[CH:26]=[CH:25][N:24]=[C:23](Cl)[N:22]=4)=[CH:19][C:14]=3[O:13][CH2:12]2)=[O:10])=[CH:4][C:3]=1[C:28]([F:31])([F:30])[F:29].[CH3:32][NH2:33].CCCCCC.CCOC(C)=O, predict the reaction product. The product is: [Cl:1][C:2]1[CH:7]=[CH:6][C:5]([NH:8][C:9]([N:11]2[C:15]3[CH:16]=[CH:17][C:18]([O:20][C:21]4[CH:26]=[CH:25][N:24]=[C:23]([NH:33][CH3:32])[N:22]=4)=[CH:19][C:14]=3[O:13][CH2:12]2)=[O:10])=[CH:4][C:3]=1[C:28]([F:31])([F:30])[F:29].